This data is from Catalyst prediction with 721,799 reactions and 888 catalyst types from USPTO. The task is: Predict which catalyst facilitates the given reaction. (1) Reactant: [F:1][C:2]1[CH:19]=[CH:18][C:5]([CH2:6][CH:7]2[CH2:12][CH2:11][N:10]([C:13](=[O:17])[C:14]([OH:16])=O)[CH2:9][CH2:8]2)=[CH:4][CH:3]=1.[NH2:20][C:21]1[CH:22]=[C:23]([CH:26]=[CH:27][CH:28]=1)[C:24]#[N:25]. Product: [C:24]([C:23]1[CH:22]=[C:21]([NH:20][C:14](=[O:16])[C:13]([N:10]2[CH2:9][CH2:8][CH:7]([CH2:6][C:5]3[CH:4]=[CH:3][C:2]([F:1])=[CH:19][CH:18]=3)[CH2:12][CH2:11]2)=[O:17])[CH:28]=[CH:27][CH:26]=1)#[N:25]. The catalyst class is: 27. (2) Reactant: C(Cl)(=O)C(Cl)=O.CS(C)=O.[CH:11]1([CH2:16][CH2:17][CH2:18][OH:19])[CH2:15][CH2:14][CH2:13][CH2:12]1.C(N(CC)CC)C. Product: [CH:11]1([CH2:16][CH2:17][CH:18]=[O:19])[CH2:15][CH2:14][CH2:13][CH2:12]1. The catalyst class is: 34. (3) Reactant: [C:1]1([CH3:19])[CH:6]=[CH:5][CH:4]=[CH:3][C:2]=1[N:7]1[C:11]2=[N:12][CH:13]=[CH:14][CH:15]=[C:10]2[N:9]=[C:8]1[C@@H:16]([NH2:18])[CH3:17].Cl[C:21]1[N:29]=[CH:28][N:27]=[C:26]2[C:22]=1[N:23]=[CH:24][N:25]2C1CCCCO1.CCN(C(C)C)C(C)C. Product: [N:29]1[C:21]([NH:18][CH:16]([C:8]2[N:7]([C:2]3[CH:3]=[CH:4][CH:5]=[CH:6][C:1]=3[CH3:19])[C:11]3=[N:12][CH:13]=[CH:14][CH:15]=[C:10]3[N:9]=2)[CH3:17])=[C:22]2[C:26]([NH:25][CH:24]=[N:23]2)=[N:27][CH:28]=1. The catalyst class is: 51. (4) Reactant: [H-].[Na+].[OH:3][C@H:4]([CH3:13])[C:5]([N:7]1[CH2:12][CH2:11][O:10][CH2:9][CH2:8]1)=[O:6].[Cl:14][C:15]1[CH:20]=[C:19]([NH:21][C:22]2[C:31]3[C:26](=[CH:27][CH:28]=[CH:29][C:30]=3F)[N:25]=[CH:24][N:23]=2)[CH:18]=[CH:17][C:16]=1[OH:33].C(O)(=O)C. Product: [Cl:14][C:15]1[CH:20]=[C:19]([NH:21][C:22]2[C:31]3[C:26](=[CH:27][CH:28]=[CH:29][C:30]=3[O:3][C@H:4]([CH3:13])[C:5]([N:7]3[CH2:8][CH2:9][O:10][CH2:11][CH2:12]3)=[O:6])[N:25]=[CH:24][N:23]=2)[CH:18]=[CH:17][C:16]=1[OH:33]. The catalyst class is: 44. (5) Reactant: C(Cl)(=O)C(Cl)=O.CS(C)=O.[CH2:11]([O:13][C:14]([C@H:16]1[CH2:21][CH2:20][C@H:19]([CH2:22][OH:23])[CH2:18][CH2:17]1)=[O:15])[CH3:12].C(N(CC)CC)C. Product: [CH2:11]([O:13][C:14]([C@H:16]1[CH2:21][CH2:20][C@H:19]([CH:22]=[O:23])[CH2:18][CH2:17]1)=[O:15])[CH3:12]. The catalyst class is: 4. (6) Reactant: [F:1][C:2]1[CH:7]=[C:6]([CH3:8])[C:5]([S:9][CH2:10][C:11]([F:14])([F:13])[F:12])=[CH:4][C:3]=1[NH:15][NH2:16].C(O[CH:20](O)[C:21]([F:24])([F:23])[F:22])C.CS(O)(=O)=O. Product: [F:1][C:2]1[CH:7]=[C:6]([CH3:8])[C:5]([S:9][CH2:10][C:11]([F:13])([F:14])[F:12])=[CH:4][C:3]=1[NH:15][N:16]=[CH:20][C:21]([F:24])([F:23])[F:22]. The catalyst class is: 8. (7) Reactant: [BrH:1].[NH2:2][C@@H:3]([CH2:7][C:8]1[CH:13]=[CH:12][C:11]([OH:14])=[CH:10][CH:9]=1)[C:4]([OH:6])=[O:5].BrBr. Product: [BrH:1].[NH2:2][C@@H:3]([CH2:7][C:8]1[CH:9]=[CH:10][C:11]([OH:14])=[C:12]([Br:1])[CH:13]=1)[C:4]([OH:6])=[O:5]. The catalyst class is: 52. (8) Reactant: [OH:1][C:2]1[CH:11]=[C:10]2[C:5]([C:6](=[O:24])[CH:7]=[C:8]([C:12]3[CH:17]=[C:16]([O:18][CH3:19])[C:15]([O:20][CH3:21])=[C:14]([O:22][CH3:23])[CH:13]=3)[O:9]2)=[CH:4][CH:3]=1.[Br:25][CH:26](Br)[CH3:27].C(=O)([O-])[O-].[K+].[K+].[K+].[Br-]. Product: [Br:25][CH2:26][CH2:27][O:1][C:2]1[CH:11]=[C:10]2[C:5]([C:6](=[O:24])[CH:7]=[C:8]([C:12]3[CH:17]=[C:16]([O:18][CH3:19])[C:15]([O:20][CH3:21])=[C:14]([O:22][CH3:23])[CH:13]=3)[O:9]2)=[CH:4][CH:3]=1. The catalyst class is: 9. (9) Reactant: [CH2:1]([O:8][C:9]1[C:18](=[O:19])[C:17]2[C:12](=[CH:13][C:14]([O:20][CH2:21][C:22]3[CH:27]=[CH:26][CH:25]=[CH:24][CH:23]=3)=[CH:15][CH:16]=2)[O:11][C:10]=1[C:28]1[CH:33]=[CH:32][C:31]([O:34][CH2:35][C:36]2[CH:41]=[CH:40][CH:39]=[CH:38][CH:37]=2)=[C:30]([OH:42])[CH:29]=1)[C:2]1[CH:7]=[CH:6][CH:5]=[CH:4][CH:3]=1.CC(C)([O-])C.[K+].ClC1C=CC(S(O[CH2:60][P:61]([O:66][CH2:67][CH3:68])([O:63][CH2:64][CH3:65])=[O:62])(=O)=O)=CC=1.Cl. Product: [CH2:35]([O:34][C:31]1[CH:32]=[CH:33][C:28]([C:10]2[O:11][C:12]3[C:17]([C:18](=[O:19])[C:9]=2[O:8][CH2:1][C:2]2[CH:7]=[CH:6][CH:5]=[CH:4][CH:3]=2)=[CH:16][CH:15]=[C:14]([O:20][CH2:21][C:22]2[CH:27]=[CH:26][CH:25]=[CH:24][CH:23]=2)[CH:13]=3)=[CH:29][C:30]=1[O:42][CH2:60][P:61](=[O:62])([O:66][CH2:67][CH3:68])[O:63][CH2:64][CH3:65])[C:36]1[CH:37]=[CH:38][CH:39]=[CH:40][CH:41]=1. The catalyst class is: 18.